This data is from NCI-60 drug combinations with 297,098 pairs across 59 cell lines. The task is: Regression. Given two drug SMILES strings and cell line genomic features, predict the synergy score measuring deviation from expected non-interaction effect. (1) Drug 1: CC1=CC2C(CCC3(C2CCC3(C(=O)C)OC(=O)C)C)C4(C1=CC(=O)CC4)C. Drug 2: C1=CN(C(=O)N=C1N)C2C(C(C(O2)CO)O)O.Cl. Cell line: 786-0. Synergy scores: CSS=23.6, Synergy_ZIP=-7.89, Synergy_Bliss=-2.98, Synergy_Loewe=-67.9, Synergy_HSA=-4.25. (2) Synergy scores: CSS=30.9, Synergy_ZIP=-9.48, Synergy_Bliss=0.307, Synergy_Loewe=-4.82, Synergy_HSA=0.736. Drug 1: COC1=CC(=CC(=C1O)OC)C2C3C(COC3=O)C(C4=CC5=C(C=C24)OCO5)OC6C(C(C7C(O6)COC(O7)C8=CC=CS8)O)O. Drug 2: CC(C1=C(C=CC(=C1Cl)F)Cl)OC2=C(N=CC(=C2)C3=CN(N=C3)C4CCNCC4)N. Cell line: NCI-H522. (3) Drug 1: CS(=O)(=O)C1=CC(=C(C=C1)C(=O)NC2=CC(=C(C=C2)Cl)C3=CC=CC=N3)Cl. Drug 2: C1CCC(C1)C(CC#N)N2C=C(C=N2)C3=C4C=CNC4=NC=N3. Cell line: BT-549. Synergy scores: CSS=6.21, Synergy_ZIP=0.643, Synergy_Bliss=4.96, Synergy_Loewe=1.37, Synergy_HSA=1.74. (4) Drug 1: CN1C(=O)N2C=NC(=C2N=N1)C(=O)N. Drug 2: C(CCl)NC(=O)N(CCCl)N=O. Cell line: NCI-H460. Synergy scores: CSS=5.66, Synergy_ZIP=-3.31, Synergy_Bliss=-4.12, Synergy_Loewe=-0.746, Synergy_HSA=-2.51. (5) Cell line: OVCAR3. Drug 1: C1=CC=C(C(=C1)C(C2=CC=C(C=C2)Cl)C(Cl)Cl)Cl. Synergy scores: CSS=52.8, Synergy_ZIP=-4.73, Synergy_Bliss=-1.14, Synergy_Loewe=-1.53, Synergy_HSA=0.509. Drug 2: CC1C(C(CC(O1)OC2CC(CC3=C2C(=C4C(=C3O)C(=O)C5=CC=CC=C5C4=O)O)(C(=O)C)O)N)O. (6) Drug 1: COC1=C(C=C2C(=C1)N=CN=C2NC3=CC(=C(C=C3)F)Cl)OCCCN4CCOCC4. Drug 2: C1=CC=C(C=C1)NC(=O)CCCCCCC(=O)NO. Cell line: SF-539. Synergy scores: CSS=17.1, Synergy_ZIP=-6.99, Synergy_Bliss=-6.67, Synergy_Loewe=-4.12, Synergy_HSA=-3.71. (7) Drug 1: C1=CC(=CC=C1C#N)C(C2=CC=C(C=C2)C#N)N3C=NC=N3. Drug 2: C(CCl)NC(=O)N(CCCl)N=O. Cell line: UO-31. Synergy scores: CSS=0.165, Synergy_ZIP=0.417, Synergy_Bliss=-0.438, Synergy_Loewe=-1.61, Synergy_HSA=-2.11. (8) Drug 1: CC1=CC2C(CCC3(C2CCC3(C(=O)C)OC(=O)C)C)C4(C1=CC(=O)CC4)C. Drug 2: C(CCl)NC(=O)N(CCCl)N=O. Cell line: SK-MEL-28. Synergy scores: CSS=1.24, Synergy_ZIP=2.42, Synergy_Bliss=3.63, Synergy_Loewe=-2.40, Synergy_HSA=-0.739. (9) Drug 1: C1CCC(C1)C(CC#N)N2C=C(C=N2)C3=C4C=CNC4=NC=N3. Drug 2: C1CN(P(=O)(OC1)NCCCl)CCCl. Cell line: SNB-19. Synergy scores: CSS=-3.97, Synergy_ZIP=1.61, Synergy_Bliss=-1.11, Synergy_Loewe=-4.36, Synergy_HSA=-4.36.